Dataset: Forward reaction prediction with 1.9M reactions from USPTO patents (1976-2016). Task: Predict the product of the given reaction. (1) Given the reactants [CH3:1][O:2][C:3]1[C:11]2[O:10][C:9]([CH2:12][CH2:13][NH2:14])=[CH:8][C:7]=2[CH:6]=[CH:5][CH:4]=1.C(N(CC)CC)C.Cl[C:23]([O:25][CH2:26][CH3:27])=[O:24], predict the reaction product. The product is: [CH3:1][O:2][C:3]1[C:11]2[O:10][C:9]([CH2:12][CH2:13][NH:14][C:23](=[O:24])[O:25][CH2:26][CH3:27])=[CH:8][C:7]=2[CH:6]=[CH:5][CH:4]=1. (2) Given the reactants [CH3:1][C:2]1[C:3]([NH:12][C@H:13]2[CH2:17][CH2:16][CH2:15][C@@H:14]2[NH:18][C:19]([C:21]2[C:26]([N:27]3[N:31]=[CH:30][CH:29]=[N:28]3)=[CH:25][CH:24]=[CH:23]N=2)=[O:20])=[N:4][CH:5]=[C:6]([C:8]([F:11])([F:10])[F:9])[N:7]=1.Cl.[CH3:33]N(C1C=NC(C(F)(F)F)=CN=1)[C@H]1CCC[C@@H]1N.N1N(C2C=CC=CC=2C(O)=O)N=CC=1, predict the reaction product. The product is: [CH3:1][C:2]1[C:3]([NH:12][C@H:13]2[CH2:17][CH2:16][CH2:15][C@@H:14]2[NH:18][C:19](=[O:20])[C:21]2[CH:33]=[CH:23][CH:24]=[CH:25][C:26]=2[N:27]2[N:28]=[CH:29][CH:30]=[N:31]2)=[N:4][CH:5]=[C:6]([C:8]([F:9])([F:10])[F:11])[N:7]=1.